Task: Predict which catalyst facilitates the given reaction.. Dataset: Catalyst prediction with 721,799 reactions and 888 catalyst types from USPTO (1) Reactant: [S:1]1[C:9]2[CH:8]=[CH:7][N:6]=[CH:5][C:4]=2[CH:3]=[CH:2]1.[Li]CCCC.[Cl:15][C:16]1[CH:17]=[C:18]([C:25]([CH3:35])([CH3:34])[CH2:26][C:27]2([C:30]([F:33])([F:32])[F:31])[CH2:29][O:28]2)[C:19]2[O:23][CH2:22][CH2:21][C:20]=2[CH:24]=1. Product: [Cl:15][C:16]1[CH:17]=[C:18]([C:25]([CH3:35])([CH3:34])[CH2:26][C:27]([CH2:29][C:2]2[S:1][C:9]3[CH:8]=[CH:7][N:6]=[CH:5][C:4]=3[CH:3]=2)([OH:28])[C:30]([F:31])([F:32])[F:33])[C:19]2[O:23][CH2:22][CH2:21][C:20]=2[CH:24]=1. The catalyst class is: 1. (2) Reactant: [F:1][C:2]1[CH:8]=[CH:7][C:5]([NH2:6])=[CH:4][CH:3]=1.C[Al](C)C.[O:13]1[C@@:23]23[C@H:18]([CH2:19][CH2:20][O:21][CH2:22]2)[CH2:17][CH2:16][CH2:15][CH:14]13. Product: [F:1][C:2]1[CH:8]=[CH:7][C:5]([NH:6][C@H:14]2[C@:23]3([OH:13])[C@H:18]([CH2:19][CH2:20][O:21][CH2:22]3)[CH2:17][CH2:16][CH2:15]2)=[CH:4][CH:3]=1. The catalyst class is: 2. (3) Reactant: [Br:1][C:2]1[CH:3]=[C:4]2[C:11]3([CH2:16][CH2:15][S:14][C:13]([NH2:17])=[N:12]3)[CH2:10][CH:9]([C:18]3[CH:23]=[CH:22][CH:21]=[CH:20][CH:19]=3)[O:8][C:5]2=[CH:6][CH:7]=1.[CH3:24][C:25]([O:28][C:29](O[C:29]([O:28][C:25]([CH3:27])([CH3:26])[CH3:24])=[O:30])=[O:30])([CH3:27])[CH3:26]. Product: [Br:1][C:2]1[CH:3]=[C:4]2[C:11]3([CH2:16][CH2:15][S:14][C:13]([NH:17][C:29](=[O:30])[O:28][C:25]([CH3:27])([CH3:26])[CH3:24])=[N:12]3)[CH2:10][CH:9]([C:18]3[CH:19]=[CH:20][CH:21]=[CH:22][CH:23]=3)[O:8][C:5]2=[CH:6][CH:7]=1. The catalyst class is: 1. (4) Reactant: [CH3:1][C:2]1([CH3:9])[O:6][CH:5]([CH2:7][OH:8])[CH2:4][O:3]1.C1(P(C2C=CC=CC=2)C2C=CC=CC=2)C=CC=CC=1.O[C:30]1[CH:37]=[CH:36][C:33]([C:34]#[N:35])=[CH:32][CH:31]=1.N(C(OCC)=O)=NC(OCC)=O. Product: [CH3:1][C:2]1([CH3:9])[O:6][CH:5]([CH2:7][O:8][C:30]2[CH:37]=[CH:36][C:33]([C:34]#[N:35])=[CH:32][CH:31]=2)[CH2:4][O:3]1. The catalyst class is: 7.